This data is from NCI-60 drug combinations with 297,098 pairs across 59 cell lines. The task is: Regression. Given two drug SMILES strings and cell line genomic features, predict the synergy score measuring deviation from expected non-interaction effect. (1) Drug 1: CC1=C2C(C(=O)C3(C(CC4C(C3C(C(C2(C)C)(CC1OC(=O)C(C(C5=CC=CC=C5)NC(=O)OC(C)(C)C)O)O)OC(=O)C6=CC=CC=C6)(CO4)OC(=O)C)OC)C)OC. Drug 2: CC(C)(C#N)C1=CC(=CC(=C1)CN2C=NC=N2)C(C)(C)C#N. Cell line: TK-10. Synergy scores: CSS=44.3, Synergy_ZIP=1.52, Synergy_Bliss=1.05, Synergy_Loewe=-14.2, Synergy_HSA=1.99. (2) Drug 1: C1=NC2=C(N1)C(=S)N=CN2. Drug 2: C(CC(=O)O)C(=O)CN.Cl. Cell line: MCF7. Synergy scores: CSS=19.8, Synergy_ZIP=-7.23, Synergy_Bliss=0.274, Synergy_Loewe=-1.18, Synergy_HSA=0.565.